This data is from Forward reaction prediction with 1.9M reactions from USPTO patents (1976-2016). The task is: Predict the product of the given reaction. (1) Given the reactants Cl.Cl[C:3]1[CH:4]=[CH:5][C:6](=[O:17])[N:7]([CH2:9][CH2:10][N:11]2[CH2:16][CH2:15][O:14][CH2:13][CH2:12]2)[N:8]=1.[Cl:18][C:19]1[CH:20]=[C:21]2[C:25](=[CH:26][CH:27]=1)[NH:24][C:23]([S:28]([N:31]1[CH2:36][CH2:35][N:34]([C:37]([C:39]3[CH:44]=[CH:43][C:42](B(O)O)=[CH:41][CH:40]=3)=O)[CH2:33][CH2:32]1)(=[O:30])=[O:29])=[CH:22]2.C(=O)([O-])[O-:49].[Cs+].[Cs+], predict the reaction product. The product is: [Cl:18][C:19]1[CH:20]=[C:21]2[C:25](=[CH:26][CH:27]=1)[NH:24][C:23]([S:28]([N:31]1[CH2:32][CH2:33][N:34]([CH2:37][C:39]3[CH:44]=[CH:43][C:42]([C:3]4[CH:4]=[CH:5][C:6](=[O:17])[N:7]([CH2:9][CH2:10][N:11]5[CH2:16][CH2:15][O:14][CH2:13][CH2:12]5)[N:8]=4)=[CH:41][CH:40]=3)[C:35](=[O:49])[CH2:36]1)(=[O:30])=[O:29])=[CH:22]2. (2) Given the reactants [Cl:1][C:2]1[CH:7]=[CH:6][C:5]([C:8]2[N:9]=[C:10]([C:13]([CH3:17])([CH3:16])[CH2:14][NH2:15])[S:11][CH:12]=2)=[CH:4][CH:3]=1.[CH3:18][C:19]1[C:27]([C:28]2[N:32]=[C:31]([C:33]([F:36])([F:35])[F:34])[O:30][N:29]=2)=[CH:26][C:22]([C:23](O)=[O:24])=[CH:21][N:20]=1, predict the reaction product. The product is: [Cl:1][C:2]1[CH:3]=[CH:4][C:5]([C:8]2[N:9]=[C:10]([C:13]([CH3:17])([CH3:16])[CH2:14][NH:15][C:23](=[O:24])[C:22]3[CH:26]=[C:27]([C:28]4[N:32]=[C:31]([C:33]([F:36])([F:35])[F:34])[O:30][N:29]=4)[C:19]([CH3:18])=[N:20][CH:21]=3)[S:11][CH:12]=2)=[CH:6][CH:7]=1. (3) Given the reactants [O:1]=[C:2]1[CH2:16][C@@H:5]2[CH2:6][N:7]([C:9]([O:11][C:12]([CH3:15])([CH3:14])[CH3:13])=[O:10])[CH2:8][C@@H:4]2[CH2:3]1.[BH4-].[Na+], predict the reaction product. The product is: [OH:1][CH:2]1[CH2:16][C@@H:5]2[CH2:6][N:7]([C:9]([O:11][C:12]([CH3:14])([CH3:13])[CH3:15])=[O:10])[CH2:8][C@@H:4]2[CH2:3]1. (4) Given the reactants [C:1]([C:4]1[CH:5]=[C:6]([OH:14])[CH:7]=[C:8]([C:10]([F:13])([F:12])[F:11])[CH:9]=1)([CH3:3])=[CH2:2].[H][H], predict the reaction product. The product is: [CH:1]([C:4]1[CH:5]=[C:6]([OH:14])[CH:7]=[C:8]([C:10]([F:12])([F:13])[F:11])[CH:9]=1)([CH3:3])[CH3:2]. (5) Given the reactants Cl[C:2]1[CH:7]=[CH:6][N:5]([CH2:8][C:9]2[N:13]3[CH:14]=[CH:15][CH:16]=[CH:17][C:12]3=[N:11][C:10]=2[C:18]2[CH:23]=[CH:22][C:21]([Cl:24])=[CH:20][CH:19]=2)[C:4](=[O:25])[N:3]=1.[CH2:26]([NH2:28])[CH3:27], predict the reaction product. The product is: [Cl:24][C:21]1[CH:20]=[CH:19][C:18]([C:10]2[N:11]=[C:12]3[CH:17]=[CH:16][CH:15]=[CH:14][N:13]3[C:9]=2[CH2:8][N:5]2[CH:6]=[CH:7][C:2]([NH:28][CH2:26][CH3:27])=[N:3][C:4]2=[O:25])=[CH:23][CH:22]=1. (6) Given the reactants C([O:5][C:6](=[O:50])[C:7]1[CH:12]=[CH:11][CH:10]=[C:9]([CH2:13][CH:14]([NH:28][C:29](=[O:47])[CH2:30][CH:31]2[CH2:36][CH2:35][N:34]([CH2:37][CH2:38][NH:39]C(OC(C)(C)C)=O)[CH2:33][CH2:32]2)[B:15]2[O:23]C3C(C)(C4CC(C3)C4(C)C)[O:16]2)[C:8]=1OC)(C)(C)C.B(Cl)(Cl)Cl, predict the reaction product. The product is: [NH2:39][CH2:38][CH2:37][N:34]1[CH2:35][CH2:36][CH:31]([CH2:30][C:29]([NH:28][CH:14]2[CH2:13][C:9]3[CH:10]=[CH:11][CH:12]=[C:7]([C:6]([OH:5])=[O:50])[C:8]=3[O:23][B:15]2[OH:16])=[O:47])[CH2:32][CH2:33]1. (7) The product is: [CH:1]1([N:7]2[C:11]([C:12]([F:13])([F:14])[F:15])=[C:10]([C:16]([NH:25][CH2:24][C:23]3[CH:26]=[CH:27][CH:28]=[C:21]([C:20]([F:19])([F:29])[F:30])[CH:22]=3)=[O:18])[CH:9]=[N:8]2)[CH2:2][CH2:3][CH2:4][CH2:5][CH2:6]1. Given the reactants [CH:1]1([N:7]2[C:11]([C:12]([F:15])([F:14])[F:13])=[C:10]([C:16]([OH:18])=O)[CH:9]=[N:8]2)[CH2:6][CH2:5][CH2:4][CH2:3][CH2:2]1.[F:19][C:20]([F:30])([F:29])[C:21]1[CH:22]=[C:23]([CH:26]=[CH:27][CH:28]=1)[CH2:24][NH2:25], predict the reaction product. (8) Given the reactants [F:1][C:2]1[N:7]=[C:6]([NH:8][CH2:9][C@@H:10]([C@@H:12]([NH:17][C:18](=[O:41])[O:19][C@H:20]([CH2:25][N:26]2[CH:30]=[CH:29][C:28]([C:31]3[CH:36]=[CH:35][C:34]([C:37]([F:40])([F:39])[F:38])=[CH:33][CH:32]=3)=[N:27]2)[C:21]([CH3:24])([CH3:23])[CH3:22])[CH2:13][CH2:14][CH2:15][CH3:16])[OH:11])[CH:5]=[CH:4][CH:3]=1.FC1N=C(NC[C@H]([C@@H](NC(=O)O[C@H](CN2C=CC(C3C=CC(C(F)(F)F)=CC=3)=N2)C(C)(C)C)CCCC)O)C=CC=1.O[C@H]([C@@H](NC(=O)O[C@H](CN1C=CC(C2C=CC(C(F)(F)F)=CC=2)=N1)C(C)(C)C)CCCC)CNS(C1C=CC=CN=1)(=O)=O.O[C@@H]([C@@H](NC(=O)O[C@H](CN1C=CC(C2C=CC(C(F)(F)F)=CC=2)=N1)C(C)(C)C)CCCC)CNS(C1C=CC=CN=1)(=O)=O, predict the reaction product. The product is: [F:1][C:2]1[N:7]=[C:6]([NH:8][CH2:9][C:10]([C@@H:12]([NH:17][C:18](=[O:41])[O:19][C@H:20]([CH2:25][N:26]2[CH:30]=[CH:29][C:28]([C:31]3[CH:36]=[CH:35][C:34]([C:37]([F:39])([F:38])[F:40])=[CH:33][CH:32]=3)=[N:27]2)[C:21]([CH3:22])([CH3:24])[CH3:23])[CH2:13][CH2:14][CH2:15][CH3:16])=[O:11])[CH:5]=[CH:4][CH:3]=1. (9) Given the reactants [Br:1][C:2]1[CH:7]=[CH:6][C:5]([C:8]2[O:12][N:11]=[C:10]([CH3:13])[C:9]=2[NH2:14])=[CH:4][CH:3]=1.[CH3:15][O:16][C:17]1[CH:22]=[CH:21][C:20]([CH2:23][C:24](=O)[CH3:25])=[CH:19][CH:18]=1, predict the reaction product. The product is: [Br:1][C:2]1[CH:3]=[CH:4][C:5]([C:8]2[O:12][N:11]=[C:10]([CH3:13])[C:9]=2[NH:14][CH:24]([CH3:25])[CH2:23][C:20]2[CH:21]=[CH:22][C:17]([O:16][CH3:15])=[CH:18][CH:19]=2)=[CH:6][CH:7]=1.